This data is from Merck oncology drug combination screen with 23,052 pairs across 39 cell lines. The task is: Regression. Given two drug SMILES strings and cell line genomic features, predict the synergy score measuring deviation from expected non-interaction effect. (1) Drug 1: C=CCn1c(=O)c2cnc(Nc3ccc(N4CCN(C)CC4)cc3)nc2n1-c1cccc(C(C)(C)O)n1. Drug 2: O=C(NOCC(O)CO)c1ccc(F)c(F)c1Nc1ccc(I)cc1F. Cell line: NCIH520. Synergy scores: synergy=4.57. (2) Drug 1: O=C(CCCCCCC(=O)Nc1ccccc1)NO. Drug 2: Nc1ccn(C2OC(CO)C(O)C2(F)F)c(=O)n1. Cell line: SW837. Synergy scores: synergy=3.54. (3) Drug 1: COC1CC2CCC(C)C(O)(O2)C(=O)C(=O)N2CCCCC2C(=O)OC(C(C)CC2CCC(OP(C)(C)=O)C(OC)C2)CC(=O)C(C)C=C(C)C(O)C(OC)C(=O)C(C)CC(C)C=CC=CC=C1C. Drug 2: CCc1c2c(nc3ccc(O)cc13)-c1cc3c(c(=O)n1C2)COC(=O)C3(O)CC. Cell line: T47D. Synergy scores: synergy=-23.1.